From a dataset of Reaction yield outcomes from USPTO patents with 853,638 reactions. Predict the reaction yield, written as a fraction of the theoretical maximum amount of product (1.0 means a 100% yield; for example, 0.34 means a 34% yield). (1) The reactants are C(N)CN.[Na].[H][H].[CH3:8][C:9]1[CH2:14][CH2:13][CH:12]([C:15]([CH3:17])=[CH2:16])[CH2:11][CH:10]=1. The catalyst is O. The product is [C:12]1([CH:15]([CH3:17])[CH3:16])[CH:13]=[CH:14][C:9]([CH3:8])=[CH:10][CH:11]=1. The yield is 0.990. (2) The yield is 0.910. The reactants are [Br:1][C:2]1[CH:7]=[CH:6][C:5]([NH2:8])=[C:4](I)[CH:3]=1.[CH3:10][C:11]1([CH3:20])[CH2:16][CH2:15][C:14](B(O)O)=[CH:13][CH2:12]1.C([O-])([O-])=O.[Na+].[Na+].CCOC(C)=O. The product is [Br:1][C:2]1[CH:7]=[CH:6][C:5]([NH2:8])=[C:4]([C:14]2[CH2:15][CH2:16][C:11]([CH3:20])([CH3:10])[CH2:12][CH:13]=2)[CH:3]=1. The catalyst is O1CCOCC1.C1C=CC([P]([Pd]([P](C2C=CC=CC=2)(C2C=CC=CC=2)C2C=CC=CC=2)([P](C2C=CC=CC=2)(C2C=CC=CC=2)C2C=CC=CC=2)[P](C2C=CC=CC=2)(C2C=CC=CC=2)C2C=CC=CC=2)(C2C=CC=CC=2)C2C=CC=CC=2)=CC=1. (3) The reactants are Br[C:2]1[CH:23]=[CH:22][C:5]([C:6]([NH:8][S:9]([C:12]2[CH:17]=[CH:16][CH:15]=[CH:14][C:13]=2[S:18](=[O:21])(=[O:20])[NH2:19])(=[O:11])=[O:10])=[O:7])=[CH:4][C:3]=1[CH3:24].[O:25]1[C:29]2[CH:30]=[CH:31][CH:32]=[CH:33][C:28]=2[CH:27]=[C:26]1B(O)O.C(=O)([O-])[O-].[Na+].[Na+]. The catalyst is CN(C)C=O.Cl[Pd]Cl.C1(P(C2C=CC=CC=2)[C-]2C=CC=C2)C=CC=CC=1.[C-]1(P(C2C=CC=CC=2)C2C=CC=CC=2)C=CC=C1.[Fe+2]. The product is [O:25]1[C:29]2[CH:30]=[CH:31][CH:32]=[CH:33][C:28]=2[CH:27]=[C:26]1[C:2]1[CH:23]=[CH:22][C:5]([C:6]([NH:8][S:9]([C:12]2[CH:17]=[CH:16][CH:15]=[CH:14][C:13]=2[S:18](=[O:21])(=[O:20])[NH2:19])(=[O:11])=[O:10])=[O:7])=[CH:4][C:3]=1[CH3:24]. The yield is 0.410. (4) The reactants are C([O:4][CH2:5][C:6]1[C:7]([N:33]2[CH2:45][CH2:44][N:36]3[C:37]4[CH2:38][CH2:39][CH2:40][CH2:41][C:42]=4[CH:43]=[C:35]3[C:34]2=[O:46])=[N:8][CH:9]=[CH:10][C:11]=1[C:12]1[CH:17]=[C:16]([NH:18][C:19]2[CH:24]=[CH:23][C:22]([N:25]3[CH2:30][CH2:29][NH:28][CH2:27][CH2:26]3)=[CH:21][N:20]=2)[C:15](=[O:31])[N:14]([CH3:32])[CH:13]=1)(=O)C.[Li+].[OH-]. The catalyst is CC(O)C.C1COCC1.O. The product is [OH:4][CH2:5][C:6]1[C:7]([N:33]2[CH2:45][CH2:44][N:36]3[C:37]4[CH2:38][CH2:39][CH2:40][CH2:41][C:42]=4[CH:43]=[C:35]3[C:34]2=[O:46])=[N:8][CH:9]=[CH:10][C:11]=1[C:12]1[CH:17]=[C:16]([NH:18][C:19]2[CH:24]=[CH:23][C:22]([N:25]3[CH2:30][CH2:29][NH:28][CH2:27][CH2:26]3)=[CH:21][N:20]=2)[C:15](=[O:31])[N:14]([CH3:32])[CH:13]=1. The yield is 0.269. (5) The reactants are [Cl:1][C:2]1[CH:10]=[CH:9][C:5]([CH2:6][C:7]#[N:8])=[CH:4][CH:3]=1.[Cl:11][C:12]1[CH:13]=[C:14]([CH:17]=[CH:18][CH:19]=1)[CH:15]=O.[OH-].[Na+]. The catalyst is CC(O)C. The product is [Cl:11][C:12]1[CH:13]=[C:14](/[CH:15]=[C:6](/[C:5]2[CH:9]=[CH:10][C:2]([Cl:1])=[CH:3][CH:4]=2)\[C:7]#[N:8])[CH:17]=[CH:18][CH:19]=1. The yield is 0.851. (6) The reactants are [CH3:1][O:2][C:3](=[O:12])[CH2:4][C:5]1[CH:6]=[N:7][CH:8]=[C:9](Br)[CH:10]=1.C1(P(C2CCCCC2)C2C=CC=CC=2C2C(OC)=CC=CC=2OC)CCCCC1.P([O-])([O-])([O-])=O.[K+].[K+].[K+].[CH2:50]([C:52]([C:70]1[CH:75]=[CH:74][C:73]([OH:76])=[C:72]([CH3:77])[CH:71]=1)([C:55]1[CH:60]=[CH:59][C:58](B2OC(C)(C)C(C)(C)O2)=[CH:57][CH:56]=1)[CH2:53][CH3:54])[CH3:51].[Cl-].[NH4+]. The catalyst is C1(C)C=CC=CC=1.C([O-])(=O)C.[Pd+2].C([O-])(=O)C.O. The product is [CH3:1][O:2][C:3](=[O:12])[CH2:4][C:5]1[CH:6]=[N:7][CH:8]=[C:9]([C:58]2[CH:57]=[CH:56][C:55]([C:52]([CH2:53][CH3:54])([C:70]3[CH:75]=[CH:74][C:73]([OH:76])=[C:72]([CH3:77])[CH:71]=3)[CH2:50][CH3:51])=[CH:60][CH:59]=2)[CH:10]=1. The yield is 0.610. (7) The reactants are [F:1][C:2]1[CH:28]=[CH:27][C:26]([F:29])=[CH:25][C:3]=1[CH2:4][N:5]1[C:10](=[O:11])[CH2:9][NH:8][C:7]2[N:12]=[CH:13][C:14]([C:16]3[CH:24]=[CH:23][C:19]([C:20](O)=[O:21])=[CH:18][CH:17]=3)=[CH:15][C:6]1=2.[N:30]1([CH:35]2[CH2:40][CH2:39][NH:38][CH2:37][CH2:36]2)[CH2:34][CH2:33][CH2:32][CH2:31]1. No catalyst specified. The product is [F:1][C:2]1[CH:28]=[CH:27][C:26]([F:29])=[CH:25][C:3]=1[CH2:4][N:5]1[C:10](=[O:11])[CH2:9][NH:8][C:7]2[N:12]=[CH:13][C:14]([C:16]3[CH:17]=[CH:18][C:19]([C:20]([N:38]4[CH2:39][CH2:40][CH:35]([N:30]5[CH2:34][CH2:33][CH2:32][CH2:31]5)[CH2:36][CH2:37]4)=[O:21])=[CH:23][CH:24]=3)=[CH:15][C:6]1=2. The yield is 0.300. (8) The catalyst is O1CCCC1. The yield is 0.790. The product is [CH3:1][O:2][C:3]1[S:7][C:6]([C:8]([OH:10])=[O:9])=[CH:5][C:4]=1[C:12]1[N:16]([CH3:17])[N:15]=[CH:14][CH:13]=1. The reactants are [CH3:1][O:2][C:3]1[S:7][C:6]([C:8]([O:10]C)=[O:9])=[CH:5][C:4]=1[C:12]1[N:16]([CH3:17])[N:15]=[CH:14][CH:13]=1.[OH-].[Na+].Cl. (9) The reactants are [CH:1]([O:4][CH:5]([CH2:19][C:20]1[CH:25]=[CH:24][CH:23]=[CH:22][CH:21]=1)[CH2:6][NH:7][C:8]1[CH:13]=[C:12]([CH3:14])[C:11]([CH3:15])=[CH:10][C:9]=1[N+:16]([O-])=O)([CH3:3])[CH3:2].CCO.[H][H]. The product is [CH:1]([O:4][CH:5]([CH2:19][C:20]1[CH:21]=[CH:22][CH:23]=[CH:24][CH:25]=1)[CH2:6][NH:7][C:8]1[C:9]([NH2:16])=[CH:10][C:11]([CH3:15])=[C:12]([CH3:14])[CH:13]=1)([CH3:3])[CH3:2]. The catalyst is [Ni].C(OCC)(=O)C. The yield is 0.820. (10) The reactants are Br[CH2:2][C:3]1[CH:8]=[CH:7][CH:6]=[C:5]([CH2:9][Br:10])[N:4]=1.[O:11]1[CH2:15][CH2:14][CH2:13][CH:12]1[CH2:16][OH:17]. No catalyst specified. The product is [Br:10][CH2:9][C:5]1[CH:6]=[CH:7][CH:8]=[C:3]([CH2:2][O:17][CH2:16][CH:12]2[CH2:13][CH2:14][CH2:15][O:11]2)[N:4]=1. The yield is 0.190.